From a dataset of Forward reaction prediction with 1.9M reactions from USPTO patents (1976-2016). Predict the product of the given reaction. Given the reactants [C:1]1([N:7]2[C:11]([NH:12][S:13]([C:16]3[CH:21]=[CH:20][CH:19]=[CH:18][CH:17]=3)(=[O:15])=[O:14])=[CH:10][C:9]([C:22](OCC)=[O:23])=[N:8]2)[CH:6]=[CH:5][CH:4]=[CH:3][CH:2]=1.[H-].C([Al+]CC(C)C)C(C)C.Cl, predict the reaction product. The product is: [OH:23][CH2:22][C:9]1[CH:10]=[C:11]([NH:12][S:13]([C:16]2[CH:21]=[CH:20][CH:19]=[CH:18][CH:17]=2)(=[O:15])=[O:14])[N:7]([C:1]2[CH:6]=[CH:5][CH:4]=[CH:3][CH:2]=2)[N:8]=1.